The task is: Predict the reactants needed to synthesize the given product.. This data is from Full USPTO retrosynthesis dataset with 1.9M reactions from patents (1976-2016). (1) Given the product [CH3:33][C:32]([CH3:35])([CH3:34])[C:31](=[O:36])[CH2:30][N:3]1[C:2](=[O:1])[C:7]([CH2:8][C:9]2[CH:10]=[CH:11][C:12]([C:15]3[C:16]([C:21]#[N:22])=[CH:17][CH:18]=[CH:19][CH:20]=3)=[CH:13][CH:14]=2)=[C:6]([CH2:23][CH2:24][CH3:25])[N:5]2[N:26]=[CH:27][N:28]=[C:4]12, predict the reactants needed to synthesize it. The reactants are: [O:1]=[C:2]1[C:7]([CH2:8][C:9]2[CH:14]=[CH:13][C:12]([C:15]3[C:16]([C:21]#[N:22])=[CH:17][CH:18]=[CH:19][CH:20]=3)=[CH:11][CH:10]=2)=[C:6]([CH2:23][CH2:24][CH3:25])[N:5]2[N:26]=[CH:27][N:28]=[C:4]2[NH:3]1.Br[CH2:30][C:31](=[O:36])[C:32]([CH3:35])([CH3:34])[CH3:33].C(=O)([O-])[O-].[K+].[K+].CN(C)C=O. (2) Given the product [Cl:32][C:30]1[N:29]=[CH:28][N:27]([C:23]2[C:24]([F:26])=[CH:25][C:20]([NH:19][C:17]3[N:18]=[C:14]4[CH:6]([C:7]5[CH:8]=[CH:9][C:10]([F:13])=[CH:11][CH:12]=5)[CH2:5][CH2:4][CH2:3][CH2:2][N:15]4[N:16]=3)=[CH:21][C:22]=2[F:33])[CH:31]=1, predict the reactants needed to synthesize it. The reactants are: Cl[CH2:2][CH2:3][CH2:4][CH2:5][CH:6]([C:14]1[N:18]=[C:17]([NH:19][C:20]2[CH:25]=[C:24]([F:26])[C:23]([N:27]3[CH:31]=[C:30]([Cl:32])[N:29]=[CH:28]3)=[C:22]([F:33])[CH:21]=2)[NH:16][N:15]=1)[C:7]1[CH:12]=[CH:11][C:10]([F:13])=[CH:9][CH:8]=1.C(=O)([O-])[O-].[K+].[K+].[I-].[K+]. (3) The reactants are: Br[C:2]1[N:6]2[CH:7]=[CH:8][N:9]=[C:10]([NH:11][CH2:12][CH2:13][OH:14])[C:5]2=[N:4][CH:3]=1.CS[C:17]1[N:22]=[C:21]([Sn](CCCC)(CCCC)CCCC)[CH:20]=[CH:19][N:18]=1.[NH2:36][C:37]1[CH:42]=[CH:41][CH:40]=[CH:39][CH:38]=1. Given the product [C:37]1([NH:36][C:17]2[N:18]=[C:19]([C:2]3[N:6]4[CH:7]=[CH:8][N:9]=[C:10]([NH:11][CH2:12][CH2:13][OH:14])[C:5]4=[N:4][CH:3]=3)[CH:20]=[CH:21][N:22]=2)[CH:42]=[CH:41][CH:40]=[CH:39][CH:38]=1, predict the reactants needed to synthesize it. (4) Given the product [N:18]([C:21]1([CH2:38][O:39][C:40](=[O:48])[C:41]2[CH:46]=[CH:45][CH:44]=[C:43]([Cl:47])[CH:42]=2)[CH:28]2[CH:24]([O:25][CH:26]([CH3:29])[O:27]2)[CH:23]([N:30]2[CH:35]=[CH:34][C:33]([N:1]3[CH:5]=[CH:4][N:3]=[CH:2]3)=[N:32][C:31]2=[O:37])[O:22]1)=[N+:19]=[N-:20], predict the reactants needed to synthesize it. The reactants are: [NH:1]1[CH:5]=[CH:4][N:3]=[CH:2]1.C(N(CC)CC)C.P(Cl)(Cl)(Cl)=O.[N:18]([C:21]1([CH2:38][O:39][C:40](=[O:48])[C:41]2[CH:46]=[CH:45][CH:44]=[C:43]([Cl:47])[CH:42]=2)[CH:28]2[CH:24]([O:25][CH:26]([CH3:29])[O:27]2)[CH:23]([N:30]2[CH:35]=[CH:34][C:33](=O)[NH:32][C:31]2=[O:37])[O:22]1)=[N+:19]=[N-:20]. (5) The reactants are: [C:1](/[C:4](=[CH:23]\[C:24](\[CH3:39])=[CH:25]\[CH:26]([CH3:38])[CH2:27][CH:28]([CH3:37])[CH2:29][CH:30]([CH3:36])[CH2:31][CH:32]([CH3:35])[CH2:33][CH3:34])/[CH2:5][CH:6]([CH3:22])[C:7]([O:9][CH:10]1C(=O)OC(C(O)=O)C1C(O)=O)=[O:8])([OH:3])=[O:2].[C:40](=[O:43])([O-:42])O.[Na+].[C:45]([O:48][CH2:49]Br)(=[O:47])[CH3:46].[Cl-].[NH4+].[CH:53](Cl)(Cl)Cl. Given the product [CH3:22][CH:6]([CH2:5]/[C:4](=[CH:23]/[C:24](/[CH3:39])=[CH:25]/[CH:26]([CH3:38])[CH2:27][CH:28]([CH3:37])[CH2:29][CH:30]([CH3:36])[CH2:31][CH:32]([CH3:35])[CH2:33][CH3:34])/[C:1]([O:3][CH2:49][O:48][C:45](=[O:47])[CH3:46])=[O:2])[C:7]([O:9][CH2:10][O:42][C:40](=[O:43])[CH3:53])=[O:8], predict the reactants needed to synthesize it.